Dataset: Reaction yield outcomes from USPTO patents with 853,638 reactions. Task: Predict the reaction yield, written as a fraction of the theoretical maximum amount of product (1.0 means a 100% yield; for example, 0.34 means a 34% yield). (1) The reactants are C(O)(=O)[C@@H]([C@H](C(O)=O)O)O.[CH2:11]([O:13][C:14](=[O:32])[C:15]([CH3:31])([O:17][C:18]1[CH:23]=[C:22]([CH:24]2[CH2:29][CH2:28][CH2:27][NH:26][CH2:25]2)[CH:21]=[CH:20][C:19]=1[CH3:30])[CH3:16])[CH3:12].[F:33][C:34]([F:51])([F:50])[C:35]1[CH:49]=[CH:48][C:38]([CH2:39][O:40][C:41](N2C=CN=C2)=[O:42])=[CH:37][CH:36]=1. The catalyst is C(OCC)(=O)C. The product is [F:33][C:34]([F:50])([F:51])[C:35]1[CH:49]=[CH:48][C:38]([CH2:39][O:40][C:41]([N:26]2[CH2:27][CH2:28][CH2:29][CH:24]([C:22]3[CH:21]=[CH:20][C:19]([CH3:30])=[C:18]([O:17][C:15]([C:14]([O:13][CH2:11][CH3:12])=[O:32])([CH3:31])[CH3:16])[CH:23]=3)[CH2:25]2)=[O:42])=[CH:37][CH:36]=1. The yield is 0.910. (2) The reactants are [CH2:1]([N:3]([CH2:17][CH2:18]O)[CH:4]1[CH2:9][CH2:8][N:7]([C:10]([O:12][C:13]([CH3:16])([CH3:15])[CH3:14])=[O:11])[CH2:6][CH2:5]1)[CH3:2].C(Br)(Br)(Br)[Br:21]. The catalyst is C(Cl)Cl. The product is [Br:21][CH2:18][CH2:17][N:3]([CH2:1][CH3:2])[CH:4]1[CH2:9][CH2:8][N:7]([C:10]([O:12][C:13]([CH3:16])([CH3:15])[CH3:14])=[O:11])[CH2:6][CH2:5]1. The yield is 0.270. (3) The yield is 0.760. The reactants are C[O:2][C:3]([C:5]12[CH:12]3[CH:7]4[C:8]5([C:13](=O)[NH:14][C:15]6[C:16](=[O:29])[N:17]([CH2:26][CH2:27][CH3:28])[C:18](=[O:25])[N:19]([CH2:22][CH2:23][CH3:24])[C:20]=6[NH2:21])[CH:11]3[CH:10]1[CH:9]5[CH:6]24)=[O:4].[OH-].[Na+]. The product is [O:25]=[C:18]1[N:19]([CH2:22][CH2:23][CH3:24])[C:20]2[N:21]=[C:13]([C:8]34[CH:11]5[CH:10]6[CH:9]3[CH:6]3[CH:7]4[CH:12]5[C:5]36[C:3]([OH:2])=[O:4])[NH:14][C:15]=2[C:16](=[O:29])[N:17]1[CH2:26][CH2:27][CH3:28]. The catalyst is CO.